Dataset: Full USPTO retrosynthesis dataset with 1.9M reactions from patents (1976-2016). Task: Predict the reactants needed to synthesize the given product. (1) Given the product [C:31]1([CH2:30][CH2:29][CH2:28][CH:27]([NH:37][C:14]([CH:10]2[CH2:11][CH2:12][CH2:13][N:8]([C:6]([O:5][C:1]([CH3:2])([CH3:3])[CH3:4])=[O:7])[CH2:9]2)=[O:16])[CH2:26][CH2:25][CH2:24][C:18]2[CH:19]=[CH:20][CH:21]=[CH:22][CH:23]=2)[CH:36]=[CH:35][CH:34]=[CH:33][CH:32]=1, predict the reactants needed to synthesize it. The reactants are: [C:1]([O:5][C:6]([N:8]1[CH2:13][CH2:12][CH2:11][CH:10]([C:14]([OH:16])=O)[CH2:9]1)=[O:7])([CH3:4])([CH3:3])[CH3:2].Cl.[C:18]1([CH2:24][CH2:25][CH2:26][CH:27]([NH2:37])[CH2:28][CH2:29][CH2:30][C:31]2[CH:36]=[CH:35][CH:34]=[CH:33][CH:32]=2)[CH:23]=[CH:22][CH:21]=[CH:20][CH:19]=1.C(N(C(C)C)CC)(C)C.C1CN([P+](ON2N=NC3C=CC=CC2=3)(N2CCCC2)N2CCCC2)CC1.F[P-](F)(F)(F)(F)F. (2) Given the product [CH:29]1([NH:28][C:24]2[CH:23]=[C:22]([C:20]3[CH:19]=[CH:18][CH:17]=[C:16]([C:14]([N:11]4[CH2:12][CH2:13][NH:8][CH2:9][CH2:10]4)=[O:15])[N:21]=3)[CH:27]=[CH:26][N:25]=2)[CH2:34][CH2:33][CH2:32][CH2:31][CH2:30]1, predict the reactants needed to synthesize it. The reactants are: C(OC([N:8]1[CH2:13][CH2:12][N:11]([C:14]([C:16]2[N:21]=[C:20]([C:22]3[CH:27]=[CH:26][N:25]=[C:24]([NH:28][CH:29]4[CH2:34][CH2:33][CH2:32][CH2:31][CH2:30]4)[CH:23]=3)[CH:19]=[CH:18][CH:17]=2)=[O:15])[CH2:10][CH2:9]1)=O)(C)(C)C.